This data is from Reaction yield outcomes from USPTO patents with 853,638 reactions. The task is: Predict the reaction yield, written as a fraction of the theoretical maximum amount of product (1.0 means a 100% yield; for example, 0.34 means a 34% yield). The reactants are [C:1]([C:5]1[CH:9]=[C:8]([NH:10][C:11]([NH:13][C:14]2[C:23]3[C:18](=[CH:19][CH:20]=[CH:21][CH:22]=3)[C:17]([O:24][CH2:25][CH2:26][N:27]3[CH:31]=[C:30]([N+:32]([O-])=O)[N:29]=[CH:28]3)=[CH:16][CH:15]=2)=[O:12])[N:7]([C:35]2[CH:40]=[CH:39][C:38]([CH3:41])=[CH:37][CH:36]=2)[N:6]=1)([CH3:4])([CH3:3])[CH3:2]. The catalyst is C(Cl)Cl.CO.CC(O)=O.[H][H].[Pt]. The product is [NH2:32][C:30]1[N:29]=[CH:28][N:27]([CH2:26][CH2:25][O:24][C:17]2[C:18]3[C:23](=[CH:22][CH:21]=[CH:20][CH:19]=3)[C:14]([NH:13][C:11]([NH:10][C:8]3[N:7]([C:35]4[CH:40]=[CH:39][C:38]([CH3:41])=[CH:37][CH:36]=4)[N:6]=[C:5]([C:1]([CH3:4])([CH3:3])[CH3:2])[CH:9]=3)=[O:12])=[CH:15][CH:16]=2)[CH:31]=1. The yield is 1.00.